Dataset: Peptide-MHC class I binding affinity with 185,985 pairs from IEDB/IMGT. Task: Regression. Given a peptide amino acid sequence and an MHC pseudo amino acid sequence, predict their binding affinity value. This is MHC class I binding data. (1) The peptide sequence is RVPVSCAVY. The MHC is HLA-B58:01 with pseudo-sequence HLA-B58:01. The binding affinity (normalized) is 0.177. (2) The peptide sequence is IILSKIPYLR. The MHC is HLA-A31:01 with pseudo-sequence HLA-A31:01. The binding affinity (normalized) is 0.856. (3) The peptide sequence is LSISYDLNSI. The MHC is H-2-Db with pseudo-sequence H-2-Db. The binding affinity (normalized) is 0.168. (4) The peptide sequence is AAAQGQAPL. The MHC is HLA-A03:01 with pseudo-sequence HLA-A03:01. The binding affinity (normalized) is 0.0847. (5) The peptide sequence is LVFNYPGI. The MHC is H-2-Db with pseudo-sequence H-2-Db. The binding affinity (normalized) is 0.0118.